Dataset: Catalyst prediction with 721,799 reactions and 888 catalyst types from USPTO. Task: Predict which catalyst facilitates the given reaction. (1) Reactant: C(OC(=O)[NH:7][C:8]1[CH:13]=[CH:12][C:11]([C:14]2[CH:19]=[CH:18][CH:17]=[CH:16][CH:15]=2)=[CH:10][C:9]=1[NH2:20])(C)(C)C.CC1(C)O[C:27](=[O:29])[CH:26]=[C:25]([C:30]2[CH:35]=[CH:34][CH:33]=[C:32]([C:36]([F:39])([F:38])[F:37])[CH:31]=2)O1.C(O)(C(F)(F)F)=O. The catalyst class is: 2. Product: [C:14]1([C:11]2[CH:12]=[CH:13][C:8]3[N:7]=[C:25]([C:30]4[CH:35]=[CH:34][CH:33]=[C:32]([C:36]([F:37])([F:38])[F:39])[CH:31]=4)[CH2:26][C:27](=[O:29])[NH:20][C:9]=3[CH:10]=2)[CH:15]=[CH:16][CH:17]=[CH:18][CH:19]=1. (2) Reactant: C(OC(=O)[NH:7][C:8]1[CH:13]=[CH:12][C:11]([N:14]2[CH:18]=[CH:17][CH:16]=[CH:15]2)=[CH:10][C:9]=1[NH:19][C:20](=[O:35])[CH2:21][C:22]([C:24]1[CH:29]=[CH:28][CH:27]=[C:26]([N:30]2[CH:34]=[CH:33][N:32]=[CH:31]2)[CH:25]=1)=O)(C)(C)C.C(O)(C(F)(F)F)=O. Product: [N:30]1([C:26]2[CH:25]=[C:24]([C:22]3[CH2:21][C:20](=[O:35])[NH:19][C:9]4[CH:10]=[C:11]([N:14]5[CH:18]=[CH:17][CH:16]=[CH:15]5)[CH:12]=[CH:13][C:8]=4[N:7]=3)[CH:29]=[CH:28][CH:27]=2)[CH:34]=[CH:33][N:32]=[CH:31]1. The catalyst class is: 2. (3) Reactant: C([O:4][CH:5]([CH3:44])[CH2:6][CH2:7][CH2:8][CH2:9][N:10]1[C:19](=[O:20])[C:18]2[N:17]([CH3:21])[CH:16]=[N:15][C:14]=2[N:13]([CH2:22][CH2:23][CH2:24][CH2:25][CH2:26][CH2:27][NH:28][C:29](=[O:43])[CH2:30][CH2:31][CH2:32][CH2:33][C@@H:34]2[C@@H:42]3[C@@H:37]([NH:38][C:39]([NH:41]3)=[O:40])[CH2:36][S:35]2)[C:11]1=[O:12])(=O)C.N. Product: [C:29]([NH:28][CH2:27][CH2:26][CH2:25][CH2:24][CH2:23][CH2:22][N:13]1[C:14]2[N:15]=[CH:16][N:17]([CH3:21])[C:18]=2[C:19](=[O:20])[N:10]([CH2:9][CH2:8][CH2:7][CH2:6][C@H:5]([OH:4])[CH3:44])[C:11]1=[O:12])(=[O:43])[CH2:30][CH2:31][CH2:32][CH2:33][C@H:34]1[C@@H:42]2[C@@H:37]([NH:38][C:39]([NH:41]2)=[O:40])[CH2:36][S:35]1. The catalyst class is: 240. (4) Reactant: [O:1]1[C:5]2([CH2:10][CH2:9][CH:8]([OH:11])[CH2:7][CH2:6]2)[O:4][CH2:3][CH2:2]1.[CH3:12][S:13](Cl)(=[O:15])=[O:14]. Product: [CH3:12][S:13]([O:11][CH:8]1[CH2:9][CH2:10][C:5]2([O:4][CH2:3][CH2:2][O:1]2)[CH2:6][CH2:7]1)(=[O:15])=[O:14]. The catalyst class is: 2. (5) Reactant: [NH2:1][CH:2]([CH2:18][C:19]1[CH:24]=[CH:23][C:22]([C:25]([F:28])([F:27])[F:26])=[CH:21][CH:20]=1)[CH:3]([C:5]1[CH:10]=[CH:9][C:8]([O:11][C:12]2[CH:17]=[CH:16][CH:15]=[CH:14][CH:13]=2)=[CH:7][CH:6]=1)[OH:4].[C:29]1([C:40](O)=[O:41])[CH:30]=[CH:31][CH:32]=[C:33]2[CH2:39][CH2:38][CH2:37][CH:36]=[CH:35][C:34]=12.Cl.C(N=C=NCCCN(C)C)C.ON1C2C=CC=CC=2N=N1. Product: [OH:4][CH:3]([C:5]1[CH:6]=[CH:7][C:8]([O:11][C:12]2[CH:17]=[CH:16][CH:15]=[CH:14][CH:13]=2)=[CH:9][CH:10]=1)[CH:2]([NH:1][C:40]([C:29]1[CH:30]=[CH:31][CH:32]=[C:33]2[CH2:39][CH2:38][CH2:37][CH:36]=[CH:35][C:34]=12)=[O:41])[CH2:18][C:19]1[CH:20]=[CH:21][C:22]([C:25]([F:26])([F:27])[F:28])=[CH:23][CH:24]=1. The catalyst class is: 47. (6) Reactant: Cl[C:2]([C:4]1[S:8][C:7]([NH:9][C:10](=[O:25])[C:11]2[CH:16]=[C:15]([C:17]([F:20])([F:19])[F:18])[CH:14]=[C:13]([C:21]([F:24])([F:23])[F:22])[CH:12]=2)=[N:6][C:5]=1[C:26]([F:32])([F:31])[C:27]([F:30])([F:29])[F:28])=[O:3].[BH4-].[Na+].O.Cl. Product: [OH:3][CH2:2][C:4]1[S:8][C:7]([NH:9][C:10](=[O:25])[C:11]2[CH:16]=[C:15]([C:17]([F:20])([F:19])[F:18])[CH:14]=[C:13]([C:21]([F:22])([F:23])[F:24])[CH:12]=2)=[N:6][C:5]=1[C:26]([F:32])([F:31])[C:27]([F:28])([F:29])[F:30]. The catalyst class is: 12. (7) Reactant: [O:1]=[C:2]1[CH2:6][C@@H:5]([CH:7]=O)[C@H:4]([C:9]2[CH:14]=[CH:13][CH:12]=[CH:11][CH:10]=2)[CH2:3]1.[ClH:15].[N+:16]([C:19]1[CH:38]=[CH:37][C:22]([CH2:23][O:24][C:25]([N:27]([CH:31]2[CH2:36][CH2:35][NH:34][CH2:33][CH2:32]2)[CH2:28][CH:29]=[CH2:30])=[O:26])=[CH:21][CH:20]=1)([O-:18])=[O:17].CCN(C(C)C)C(C)C.C(O[BH-](OC(=O)C)OC(=O)C)(=O)C.[Na+]. Product: [ClH:15].[ClH:15].[N+:16]([C:19]1[CH:20]=[CH:21][C:22]([CH2:23][O:24][C:25]([N:27]([CH:31]2[CH2:36][CH2:35][N:34]([CH2:7][CH:5]3[CH:4]([C:9]4[CH:14]=[CH:13][CH:12]=[CH:11][CH:10]=4)[CH2:3][C:2](=[O:1])[CH2:6]3)[CH2:33][CH2:32]2)[CH2:28][CH:29]=[CH2:30])=[O:26])=[CH:37][CH:38]=1)([O-:18])=[O:17]. The catalyst class is: 279.